This data is from Full USPTO retrosynthesis dataset with 1.9M reactions from patents (1976-2016). The task is: Predict the reactants needed to synthesize the given product. (1) Given the product [Br:1][C:2]1[C:22]([F:23])=[CH:21][C:5]2[O:6][C:7]3[CH:19]=[CH:18][CH:17]=[C:16]([F:20])[C:8]=3[C@H:9]3[C@H:14]([NH:15][C:31](=[O:33])[CH3:32])[CH2:13][CH2:12][CH2:11][N:10]3[C:4]=2[CH:3]=1, predict the reactants needed to synthesize it. The reactants are: [Br:1][C:2]1[C:22]([F:23])=[CH:21][C:5]2[O:6][C:7]3[CH:19]=[CH:18][CH:17]=[C:16]([F:20])[C:8]=3[C@H:9]3[C@H:14]([NH2:15])[CH2:13][CH2:12][CH2:11][N:10]3[C:4]=2[CH:3]=1.C(N(CC)CC)C.[C:31](Cl)(=[O:33])[CH3:32].C([O-])(O)=O.[Na+]. (2) Given the product [Cl:17][C:18]1[CH:23]=[C:22]([F:24])[CH:21]=[CH:20][C:19]=1/[CH:25]=[CH:26]/[C:27]([NH:16][C:13]1[CH:14]=[CH:15][N:11]([CH2:10][CH2:9][CH2:8][CH2:7][C:2](=[O:6])[CH3:1])[N:12]=1)=[O:28], predict the reactants needed to synthesize it. The reactants are: [CH3:1][C:2]1([CH2:7][CH2:8][CH2:9][CH2:10][N:11]2[CH:15]=[CH:14][C:13]([NH2:16])=[N:12]2)[O:6]CCO1.[Cl:17][C:18]1[CH:23]=[C:22]([F:24])[CH:21]=[CH:20][C:19]=1/[CH:25]=[CH:26]/[C:27](O)=[O:28].